Dataset: Full USPTO retrosynthesis dataset with 1.9M reactions from patents (1976-2016). Task: Predict the reactants needed to synthesize the given product. (1) Given the product [Cl:1][C:2]1[CH:14]=[CH:13][C:12]([Cl:15])=[CH:11][C:3]=1[C:4]([NH:6][CH2:7][CH2:8][N:9]([CH:37]=[O:38])[OH:10])=[O:5], predict the reactants needed to synthesize it. The reactants are: [Cl:1][C:2]1[CH:14]=[CH:13][C:12]([Cl:15])=[CH:11][C:3]=1[C:4]([NH:6][CH2:7][CH:8]=[N:9][OH:10])=[O:5].CN(C1C=CC(N=NC2C=CC(S(O)(=O)=O)=CC=2)=CC=1)C.[CH3:37][OH:38].Cl.C([BH3-])#N.[Na+]. (2) Given the product [CH3:1][C@@H:2]1[CH2:6][CH2:5][C@@H:4]([CH3:7])[P:3]1[C:15]1[C:14]([NH:13][C:17](=[O:18])[C:16]=1[P:3]1[C@H:4]([CH3:7])[CH2:5][CH2:6][C@H:2]1[CH3:1])=[O:21], predict the reactants needed to synthesize it. The reactants are: [CH3:1][C@@H:2]1[CH2:6][CH2:5][C@@H:4]([CH3:7])[P:3]1[Si](C)(C)C.C[N:13]1[C:17](=[O:18])[C:16](Br)=[C:15](Br)[C:14]1=[O:21].